This data is from Peptide-MHC class I binding affinity with 185,985 pairs from IEDB/IMGT. The task is: Regression. Given a peptide amino acid sequence and an MHC pseudo amino acid sequence, predict their binding affinity value. This is MHC class I binding data. (1) The peptide sequence is VSFIEFVGW. The MHC is HLA-B44:02 with pseudo-sequence HLA-B44:02. The binding affinity (normalized) is 0.187. (2) The peptide sequence is ALAVLSKCY. The MHC is HLA-B27:05 with pseudo-sequence HLA-B27:05. The binding affinity (normalized) is 0.213. (3) The peptide sequence is QTRSKAGLLV. The MHC is HLA-A02:03 with pseudo-sequence HLA-A02:03. The binding affinity (normalized) is 0.0757. (4) The peptide sequence is IEELRRHLL. The MHC is HLA-B40:02 with pseudo-sequence HLA-B40:02. The binding affinity (normalized) is 0.425. (5) The peptide sequence is KFNPMKTYI. The MHC is Mamu-B03 with pseudo-sequence Mamu-B03. The binding affinity (normalized) is 0. (6) The peptide sequence is TKFTDFQDF. The MHC is HLA-B15:03 with pseudo-sequence HLA-B15:03. The binding affinity (normalized) is 0.926. (7) The peptide sequence is KSVEFDMSH. The MHC is H-2-Kb with pseudo-sequence H-2-Kb. The binding affinity (normalized) is 0.